This data is from Forward reaction prediction with 1.9M reactions from USPTO patents (1976-2016). The task is: Predict the product of the given reaction. Given the reactants [C:1]1([CH2:7][S:8]([NH2:11])(=[O:10])=[O:9])[CH:6]=[CH:5][CH:4]=[CH:3][CH:2]=1.C1CN([P+](Br)(N2CCCC2)N2CCCC2)CC1.F[P-](F)(F)(F)(F)F.[C:36]([C:38]1[C:39]([N:54]2[CH2:57][CH:56]([C:58](O)=[O:59])[CH2:55]2)=[N:40][C:41]([O:49][CH2:50][CH:51]([F:53])[F:52])=[C:42]([C:44]([O:46][CH2:47][CH3:48])=[O:45])[CH:43]=1)#[N:37].CCN(C(C)C)C(C)C, predict the reaction product. The product is: [CH2:7]([S:8]([NH:11][C:58]([CH:56]1[CH2:57][N:54]([C:39]2[C:38]([C:36]#[N:37])=[CH:43][C:42]([C:44]([O:46][CH2:47][CH3:48])=[O:45])=[C:41]([O:49][CH2:50][CH:51]([F:53])[F:52])[N:40]=2)[CH2:55]1)=[O:59])(=[O:9])=[O:10])[C:1]1[CH:2]=[CH:3][CH:4]=[CH:5][CH:6]=1.